Dataset: Reaction yield outcomes from USPTO patents with 853,638 reactions. Task: Predict the reaction yield, written as a fraction of the theoretical maximum amount of product (1.0 means a 100% yield; for example, 0.34 means a 34% yield). The product is [CH3:3][O:4][C:5]([C:7]1[CH:11]=[CH:10][N:9]([S:14](=[O:16])(=[O:15])[N:13]([CH3:18])[CH3:12])[N:8]=1)=[O:6]. The reactants are [H-].[Na+].[CH3:3][O:4][C:5]([C:7]1[CH:11]=[CH:10][NH:9][N:8]=1)=[O:6].[CH3:12][N:13]([CH3:18])[S:14](Cl)(=[O:16])=[O:15]. The catalyst is C1COCC1.O. The yield is 0.750.